The task is: Binary Classification. Given a drug SMILES string, predict its activity (active/inactive) in a high-throughput screening assay against a specified biological target.. This data is from Choline transporter screen with 302,306 compounds. (1) The result is 0 (inactive). The compound is S(CC(N1CCC(NC(OCc2ccccc2)=O)CCC1=O)Cc1ccccc1)c1ccccc1. (2) The result is 0 (inactive). The drug is S(=O)(=O)(Nc1cc(OC)ccc1)c1cc2NC(=O)C(Sc2cc1)C. (3) The compound is Fc1cc(NC(=O)Cc2c3c(n(c2)C)cccc3)ccc1C. The result is 0 (inactive).